Dataset: Forward reaction prediction with 1.9M reactions from USPTO patents (1976-2016). Task: Predict the product of the given reaction. (1) Given the reactants [F:1][C:2]1[CH:7]=[C:6]([C:8]2[N:12]=[C:11]([C:13]3[O:17][N:16]=[C:15]([C:18]4[CH:23]=[CH:22][CH:21]=[CH:20][CH:19]=4)[C:14]=3[C:24]([F:27])([F:26])[F:25])[O:10][N:9]=2)[CH:5]=[CH:4][C:3]=1[CH2:28]O.P(Br)(Br)[Br:31], predict the reaction product. The product is: [Br:31][CH2:28][C:3]1[CH:4]=[CH:5][C:6]([C:8]2[N:12]=[C:11]([C:13]3[O:17][N:16]=[C:15]([C:18]4[CH:23]=[CH:22][CH:21]=[CH:20][CH:19]=4)[C:14]=3[C:24]([F:25])([F:27])[F:26])[O:10][N:9]=2)=[CH:7][C:2]=1[F:1]. (2) Given the reactants [CH3:1][C:2]1[CH:6]=[C:5]([C:7](=O)[CH2:8][CH3:9])[NH:4][N:3]=1.CN.[BH4-].[Na+].[CH2:15]([N:17](CC)CC)C.[C:22](O[C:22]([O:24][C:25]([CH3:28])([CH3:27])[CH3:26])=[O:23])([O:24][C:25]([CH3:28])([CH3:27])[CH3:26])=[O:23], predict the reaction product. The product is: [CH3:15][N:17]([CH:7]([C:5]1[NH:4][N:3]=[C:2]([CH3:1])[CH:6]=1)[CH2:8][CH3:9])[C:22](=[O:23])[O:24][C:25]([CH3:28])([CH3:27])[CH3:26].